Dataset: Catalyst prediction with 721,799 reactions and 888 catalyst types from USPTO. Task: Predict which catalyst facilitates the given reaction. (1) Reactant: [Cl:1][C:2]1[CH:28]=[CH:27][C:5]([CH2:6][NH:7][C:8]([C:10]2[C:11]([OH:26])=[C:12]3[CH:18]=[C:17]([CH2:19][N:20]4[CH2:25][CH2:24][O:23][CH2:22][CH2:21]4)[S:16][C:13]3=[N:14][CH:15]=2)=[O:9])=[CH:4][CH:3]=1.C(=O)([O-])[O-].[K+].[K+].I[CH2:36][CH3:37].O. Product: [Cl:1][C:2]1[CH:28]=[CH:27][C:5]([CH2:6][NH:7][C:8]([C:10]2[C:11](=[O:26])[C:12]3[CH:18]=[C:17]([CH2:19][N:20]4[CH2:21][CH2:22][O:23][CH2:24][CH2:25]4)[S:16][C:13]=3[N:14]([CH2:36][CH3:37])[CH:15]=2)=[O:9])=[CH:4][CH:3]=1. The catalyst class is: 3. (2) Product: [CH3:13][O:14][C:15]([C:17]1[CH:25]=[C:24]2[C:20]([CH2:21][CH2:22][N:23]2[C:1]([O:7][C:8]([CH3:9])([CH3:10])[CH3:11])=[O:12])=[C:19]([O:26][CH3:27])[CH:18]=1)=[O:16]. Reactant: [C:1](=[O:12])([O:7][C:8]([CH3:11])([CH3:10])[CH3:9])OC(C)(C)C.[CH3:13][O:14][C:15]([C:17]1[CH:25]=[C:24]2[C:20]([CH2:21][CH2:22][NH:23]2)=[C:19]([O:26][CH3:27])[CH:18]=1)=[O:16].C(N(C(C)C)CC)(C)C. The catalyst class is: 7. (3) Reactant: [O:1]1[C:5]2[CH:6]=[CH:7][C:8]([NH:10][S:11]([C:14]3[CH:19]=[CH:18][C:17]([CH2:20][CH2:21][C:22]([NH2:24])=O)=[CH:16][CH:15]=3)(=[O:13])=[O:12])=[CH:9][C:4]=2[O:3][CH2:2]1.B.CSC.NCCCC1CCN(C(OC(C)(C)C)=O)CC1. Product: [NH2:24][CH2:22][CH2:21][CH2:20][C:17]1[CH:18]=[CH:19][C:14]([S:11]([NH:10][C:8]2[CH:7]=[CH:6][C:5]3[O:1][CH2:2][O:3][C:4]=3[CH:9]=2)(=[O:13])=[O:12])=[CH:15][CH:16]=1. The catalyst class is: 1. (4) The catalyst class is: 19. Product: [C:1]([O:5][C:6]([N:8]1[CH2:13][CH2:12][N:11]([C:14]2[C:15]([Cl:23])=[CH:16][CH:17]=[CH:18][C:19]=2[NH2:20])[CH2:10][CH2:9]1)=[O:7])([CH3:4])([CH3:2])[CH3:3]. Reactant: [C:1]([O:5][C:6]([N:8]1[CH2:13][CH2:12][N:11]([C:14]2[C:19]([N+:20]([O-])=O)=[CH:18][CH:17]=[CH:16][C:15]=2[Cl:23])[CH2:10][CH2:9]1)=[O:7])([CH3:4])([CH3:3])[CH3:2].C([O-])=O.[NH4+].CC(C)=O.C(Cl)Cl. (5) Reactant: O.[NH2:2][NH2:3].C(O[C:7](=[NH:22])[C:8]1[CH:9]=[CH:10][C:11]2[N:12]([CH:14]=[C:15]([C:17]([O:19][CH2:20][CH3:21])=[O:18])[N:16]=2)[CH:13]=1)C. Product: [NH:2]([C:7](=[NH:22])[C:8]1[CH:9]=[CH:10][C:11]2[N:12]([CH:14]=[C:15]([C:17]([O:19][CH2:20][CH3:21])=[O:18])[N:16]=2)[CH:13]=1)[NH2:3]. The catalyst class is: 8.